Dataset: Peptide-MHC class II binding affinity with 134,281 pairs from IEDB. Task: Regression. Given a peptide amino acid sequence and an MHC pseudo amino acid sequence, predict their binding affinity value. This is MHC class II binding data. The peptide sequence is ILPNTLVLDFCDDAL. The MHC is HLA-DQA10104-DQB10503 with pseudo-sequence HLA-DQA10104-DQB10503. The binding affinity (normalized) is 0.462.